Dataset: Forward reaction prediction with 1.9M reactions from USPTO patents (1976-2016). Task: Predict the product of the given reaction. (1) Given the reactants [C:1]([O:5][C:6]([NH:8][CH2:9][CH2:10][CH:11]1[O:16][CH2:15][CH2:14][N:13]([C:17]([O:19][CH2:20][C:21]2[CH:26]=[C:25]([Cl:27])[CH:24]=[C:23]([Cl:28])[CH:22]=2)=[O:18])[CH2:12]1)=[O:7])([CH3:4])([CH3:3])[CH3:2].[H-].[Na+].I[CH3:32], predict the reaction product. The product is: [C:1]([O:5][C:6]([N:8]([CH3:32])[CH2:9][CH2:10][CH:11]1[O:16][CH2:15][CH2:14][N:13]([C:17]([O:19][CH2:20][C:21]2[CH:26]=[C:25]([Cl:27])[CH:24]=[C:23]([Cl:28])[CH:22]=2)=[O:18])[CH2:12]1)=[O:7])([CH3:4])([CH3:2])[CH3:3]. (2) Given the reactants [F:1][C:2]([F:18])([F:17])[C:3]1[CH:8]=[CH:7][C:6]([C:9]2[CH:14]=[CH:13][C:12]([CH:15]=[O:16])=[CH:11][CH:10]=2)=[CH:5][CH:4]=1.[CH2:19]([Mg]Br)[CH:20]([CH3:22])[CH3:21], predict the reaction product. The product is: [CH3:19][CH:20]([CH3:22])[CH2:21][CH:15]([C:12]1[CH:13]=[CH:14][C:9]([C:6]2[CH:5]=[CH:4][C:3]([C:2]([F:17])([F:18])[F:1])=[CH:8][CH:7]=2)=[CH:10][CH:11]=1)[OH:16]. (3) Given the reactants [ClH:1].[CH3:2][C:3]([NH:15][C@@H:16]1[CH2:20][C@H:19]([C:21]2[CH:26]=[CH:25][CH:24]=[C:23]([O:27][C:28]([F:31])([F:30])[F:29])[CH:22]=2)[N:18]([C:32]2[CH:39]=[CH:38][C:35]([C:36]#[N:37])=[CH:34][CH:33]=2)[C:17]1=[O:40])([C:5]1[CH:10]=[CH:9][CH:8]=[C:7]([C:11]([F:14])([F:13])[F:12])[N:6]=1)[CH3:4].C1CCCCC1, predict the reaction product. The product is: [ClH:1].[CH3:4][C:3]([NH:15][C@@H:16]1[CH2:20][C@H:19]([C:21]2[CH:26]=[CH:25][CH:24]=[C:23]([O:27][C:28]([F:31])([F:29])[F:30])[CH:22]=2)[N:18]([C:32]2[CH:39]=[CH:38][C:35]([C:36]#[N:37])=[CH:34][CH:33]=2)[C:17]1=[O:40])([C:5]1[CH:10]=[CH:9][CH:8]=[C:7]([C:11]([F:14])([F:12])[F:13])[N:6]=1)[CH3:2]. (4) Given the reactants [O:1]=[C:2]1[CH2:10][C@@H:9]2[C@H:4]([CH2:5][CH2:6][CH2:7][CH2:8]2)[N:3]1[CH:11]1[CH2:16][CH2:15][N:14]([C:17]2([CH3:30])[CH2:22][CH2:21][N:20](C(OC(C)(C)C)=O)[CH2:19][CH2:18]2)[CH2:13][CH2:12]1, predict the reaction product. The product is: [CH3:30][C:17]1([N:14]2[CH2:15][CH2:16][CH:11]([N:3]3[C@@H:4]4[C@H:9]([CH2:8][CH2:7][CH2:6][CH2:5]4)[CH2:10][C:2]3=[O:1])[CH2:12][CH2:13]2)[CH2:18][CH2:19][NH:20][CH2:21][CH2:22]1. (5) The product is: [CH2:25]([C:10]1[CH:9]=[C:8]([C:27]([OH:29])=[O:28])[C:7](=[O:31])[NH:6][C:11]=1[C:12]1[CH:20]=[CH:19][C:18]2[N:17]3[CH2:21][CH2:22][CH:23]([N:38]4[CH2:42][CH2:41][CH2:40][CH2:39]4)[C:16]3=[CH:15][C:14]=2[CH:13]=1)[CH3:26]. Given the reactants COC1C=C(OC)C=CC=1C[N:6]1[C:11]([C:12]2[CH:20]=[CH:19][C:18]3[N:17]4[CH2:21][CH2:22][C:23](=O)[C:16]4=[CH:15][C:14]=3[CH:13]=2)=[C:10]([CH2:25][CH3:26])[CH:9]=[C:8]([C:27]([O:29]C)=[O:28])[C:7]1=[O:31].[NH:38]1[CH2:42][CH2:41][CH2:40][CH2:39]1.[BH-](OC(C)=O)(OC(C)=O)OC(C)=O.[Na+].C(O)(C(F)(F)F)=O, predict the reaction product. (6) Given the reactants CO[C:3]1[C:4]([N+:9]([O-:11])=[O:10])=[N:5][CH:6]=[CH:7][CH:8]=1.CO.[CH3:14][NH2:15], predict the reaction product. The product is: [CH3:14][NH:15][C:3]1[C:4]([N+:9]([O-:11])=[O:10])=[N:5][CH:6]=[CH:7][CH:8]=1. (7) Given the reactants [H-].[Na+].C(OC(=O)[NH:9][C@@H:10]1[CH2:15][CH2:14][CH2:13][CH2:12][C@H:11]1[NH:16][S:17]([CH2:20][CH2:21][CH2:22][CH2:23]Cl)(=[O:19])=[O:18])(C)(C)C.[I-].[Na+], predict the reaction product. The product is: [O:18]=[S:17]1(=[O:19])[CH2:20][CH2:21][CH2:22][CH2:23][N:16]1[C@@H:11]1[CH2:12][CH2:13][CH2:14][CH2:15][C@H:10]1[NH2:9]. (8) Given the reactants CS(C)=O.C(Cl)(=O)C(Cl)=O.[OH:11][CH2:12][C@@H:13]1[CH2:18][CH2:17][CH2:16][N:15]([C:19]([O:21][C:22]([CH3:25])([CH3:24])[CH3:23])=[O:20])[CH2:14]1.CCN(CC)CC, predict the reaction product. The product is: [CH:12]([C@@H:13]1[CH2:18][CH2:17][CH2:16][N:15]([C:19]([O:21][C:22]([CH3:25])([CH3:24])[CH3:23])=[O:20])[CH2:14]1)=[O:11]. (9) Given the reactants [F:1][C:2]([F:21])([C:7]1[S:8][C:9]([C:16]([O:18]CC)=[O:17])=[C:10]([C:12]([F:15])([F:14])[F:13])[N:11]=1)[C:3]([F:6])([F:5])[F:4].[OH-].[Na+].Cl, predict the reaction product. The product is: [F:21][C:2]([F:1])([C:7]1[S:8][C:9]([C:16]([OH:18])=[O:17])=[C:10]([C:12]([F:14])([F:15])[F:13])[N:11]=1)[C:3]([F:6])([F:5])[F:4].